From a dataset of Experimentally validated miRNA-target interactions with 360,000+ pairs, plus equal number of negative samples. Binary Classification. Given a miRNA mature sequence and a target amino acid sequence, predict their likelihood of interaction. (1) The miRNA is dme-bantam-3p with sequence UGAGAUCAUUUUGAAAGCUGAUU. The protein sequence of the target gene is MAVQRAASPRRPPAPLWPRLLLPLLLLLLPAPSEGLGHSAELAFAVEPSDDVAVPGQPIVLDCRVEGTPPVRITWRKNGVELPESTHSTLLANGSLMIRHFRLEPGGSPSDEGDYECVAQNRFGLVVSRKARIQAATMSDFHVHPQATVGEEGGVARFQCQIHGLPKPLITWEKNRVPIDTDNERYTLLPKGVLQITGLRAEDGGIFHCVASNIASIRISHGARLTVSGSGSGAYKEPAILVGPENLTLTVHQTAVLECVATGNPRPIVSWSRLDGRPIGVEGIQVLGTGNLIISDVTVQ.... Result: 0 (no interaction). (2) The miRNA is cel-miR-357-3p with sequence AAAUGCCAGUCGUUGCAGGAGU. The protein sequence of the target gene is MASRRMETKPVITCLKTLLIIYSFVFWITGVILLAVGVWGKLTLGTYISLIAENSTNAPYVLIGTGTTIVVFGLFGCFATCRGSPWMLKLYAMFLSLVFLAELVAGISGFVFRHEIKDTFLRTYTDAMQTYNGNDERSRAVDHVQRSLSCCGVQNYTNWSTSPYFLEHGIPPSCCMNETDCNPQDLHNLTVAATKVNQKGCYDLVTSFMETNMGIIAGVAFGIAFSQLIGMLLACCLSRFITANQYEMV. Result: 0 (no interaction). (3) The miRNA is hsa-miR-582-3p with sequence UAACUGGUUGAACAACUGAACC. The protein sequence of the target gene is MKFPIETPRKQVNWDPKVAVPAAAPPVCQPKSATNGHHPVPRLSISSRATVVARMEGASQGGLQTVMKWKTVVAIFVVVVVYLVTGGLVFRALEQPFESSQKNTIALEKAEFLRDHICVSPQELETLIQHALDADNAGVSPVGNSSNSSSHWDLGSAFFFAGTVITTIGYGNIAPSTEGGKIFCILYAIFGIPLFGFLLAGIGDQLGTIFGKSIARVEKVFRKKQVSQTKIRVISTILFILAGCIVFVTIPAVIFKYIEGWTALESIYFVVVTLTTVGFGDFVAGGNAGINYREWYKPLV.... Result: 0 (no interaction). (4) The miRNA is hsa-miR-3134 with sequence UGAUGGAUAAAAGACUACAUAUU. The protein sequence of the target gene is MTKSLESVSFKDVTVDFSRDEWQQLDLAQKSLYREVMLENYFNLISVGCQVPKPEVIFSLEQEEPCMLDGEIPSQSRPDGDIGFGPLQQRMSEEVSFQSEININLFTRDDPYSILEELWKDDEHTRKCGENQNKPLSRVVFINKKTLANDSIFEYKDIGEIVHVNTHLVSSRKRPHNCNSCGKNLEPIITLYNRNNATENSDKTIGDGDIFTHLNSHTEVTACECNQCGKPLHHKQALIQQQKIHTRESLYLFSDYVNVFSPKSHAFAHESICAEEKQHECHECEAVFTQKSQLDGSQRV.... Result: 0 (no interaction). (5) The miRNA is hsa-miR-4999-5p with sequence UGCUGUAUUGUCAGGUAGUGA. Result: 0 (no interaction). The protein sequence of the target gene is MNSTWDGNQSSHPFCLLALGYLETVRFCLLEVLIIVFLTVLIISGNIIVIFVFHCAPLLNHHSTSYFIQTMAYADLLVGVSCLVPSLSLLYYPLPIEEAMTCQVFGFVVSVLKSISMASLACISIDRYIAITKPLTYNTLVTPWRLRLCIFLIWLYSTLVFLPSFFHWGKPGYHGDVFQWCAESWHTNSYFTLFIVMMLYAPAALIVCFTYFNIFRICQQHTKEISERQARFSSQNGETGEPQTCPDKRYAMVLFRITSVFYVLWLPYIIYFLLESSTGCSSRLASFLTTWLAISNSFCN.... (6) The miRNA is hsa-miR-548e-5p with sequence CAAAAGCAAUCGCGGUUUUUGC. The protein sequence of the target gene is MSFRKVNIIILVLAVALFLLVLHHNFLSLSSLLRNEVTDSGIVGPQPIDFVPNALRHAVDGRQEEIPVVIAASEDRLGGAIAAINSIQHNTRSNVIFYIVTLNNTADHLRSWLNSDSLKSIRYKIVNFDPKLLEGKVKEDPDQGESMKPLTFARFYLPILVPSAKKAIYMDDDVIVQGDILALYNTALKPGHAAAFSEDCDSASTKVVIRGAGNQYNYIGYLDYKKERIRKLSMKASTCSFNPGVFVANLTEWKRQNITNQLEKWMKLNVEEGLYSRTLAGSITTPPLLIVFYQQHSTID.... Result: 0 (no interaction). (7) The miRNA is hsa-miR-3187-3p with sequence UUGGCCAUGGGGCUGCGCGG. The protein sequence of the target gene is MMERIRKEMILMERGLHSPTAGKRFSNLSNSAGNAVLEALENSQHPARLSPRLPSAPLHSALGELPAKGKFEIDTLFNLQHTGSESTVSSEISSAAESRKKPGHYSEAAAEADMSSDVEVGCSALRSPGGLGAAQLKENNGKGYAESGSAAGTTTSASGSGLGSLHGGSGGSGGSAALGGSGSGADQVRRYRTAFTREQIARLEKEFYRENYVSRPRRCELAAALNLPETTIKVWFQNRRMKDKRQRLAMSWPHPADPSFYTYMMTHAAATGSLPYPFHSHVPLHYYPHVGVTAAAAAAA.... Result: 0 (no interaction).